This data is from NCI-60 drug combinations with 297,098 pairs across 59 cell lines. The task is: Regression. Given two drug SMILES strings and cell line genomic features, predict the synergy score measuring deviation from expected non-interaction effect. (1) Drug 1: CCCS(=O)(=O)NC1=C(C(=C(C=C1)F)C(=O)C2=CNC3=C2C=C(C=N3)C4=CC=C(C=C4)Cl)F. Drug 2: C1CC(=O)NC(=O)C1N2CC3=C(C2=O)C=CC=C3N. Cell line: OVCAR-8. Synergy scores: CSS=-0.957, Synergy_ZIP=-0.257, Synergy_Bliss=-2.86, Synergy_Loewe=-4.14, Synergy_HSA=-5.02. (2) Drug 1: CCCS(=O)(=O)NC1=C(C(=C(C=C1)F)C(=O)C2=CNC3=C2C=C(C=N3)C4=CC=C(C=C4)Cl)F. Drug 2: COC1=C2C(=CC3=C1OC=C3)C=CC(=O)O2. Cell line: HOP-92. Synergy scores: CSS=-1.27, Synergy_ZIP=1.25, Synergy_Bliss=3.58, Synergy_Loewe=0.336, Synergy_HSA=0.112. (3) Drug 1: CC12CCC(CC1=CCC3C2CCC4(C3CC=C4C5=CN=CC=C5)C)O. Drug 2: C1=CC(=C2C(=C1NCCNCCO)C(=O)C3=C(C=CC(=C3C2=O)O)O)NCCNCCO. Cell line: SF-539. Synergy scores: CSS=51.8, Synergy_ZIP=7.27, Synergy_Bliss=6.41, Synergy_Loewe=-1.52, Synergy_HSA=8.86. (4) Drug 1: CC1=C2C(C(=O)C3(C(CC4C(C3C(C(C2(C)C)(CC1OC(=O)C(C(C5=CC=CC=C5)NC(=O)OC(C)(C)C)O)O)OC(=O)C6=CC=CC=C6)(CO4)OC(=O)C)OC)C)OC. Drug 2: C(CCl)NC(=O)N(CCCl)N=O. Cell line: COLO 205. Synergy scores: CSS=75.7, Synergy_ZIP=18.9, Synergy_Bliss=18.3, Synergy_Loewe=10.0, Synergy_HSA=18.2.